Dataset: Reaction yield outcomes from USPTO patents with 853,638 reactions. Task: Predict the reaction yield, written as a fraction of the theoretical maximum amount of product (1.0 means a 100% yield; for example, 0.34 means a 34% yield). (1) The product is [Si:7]([O:14][CH2:15][C@H:16]([OH:24])[CH2:17][C:18]#[CH:19])([C:10]([CH3:13])([CH3:12])[CH3:11])([CH3:9])[CH3:8]. The yield is 0.800. The catalyst is CO. The reactants are C(=O)([O-])[O-].[K+].[K+].[Si:7]([O:14][CH2:15][C@H:16]([OH:24])[CH2:17][C:18]#[C:19][Si](C)(C)C)([C:10]([CH3:13])([CH3:12])[CH3:11])([CH3:9])[CH3:8]. (2) The reactants are [Cl:1][C:2]1[CH:10]=[C:9]2[C:5]([CH:6]=[CH:7][NH:8]2)=[CH:4][CH:3]=1.[CH3:11]C1C2C(=CC=CC=2)NC=1. No catalyst specified. The product is [Cl:1][C:2]1[CH:10]=[C:9]2[C:5]([CH:6]=[CH:7][N:8]2[CH3:11])=[CH:4][CH:3]=1. The yield is 1.00. (3) The reactants are [Br:1][C:2]1[CH:7]=[CH:6][C:5]([F:8])=[CH:4][C:3]=1[CH2:9][OH:10]. The catalyst is C(Cl)Cl.O=[Mn]=O. The product is [Br:1][C:2]1[CH:7]=[CH:6][C:5]([F:8])=[CH:4][C:3]=1[CH:9]=[O:10]. The yield is 0.920.